Dataset: Catalyst prediction with 721,799 reactions and 888 catalyst types from USPTO. Task: Predict which catalyst facilitates the given reaction. Reactant: [CH2:1]([O:3]/[C:4](=[CH:8]\[C:9]1[C:17]2[CH:16]=[CH:15][S:14][C:13]=2[C:12]([O:18][CH2:19][CH2:20][C:21]2[N:22]=[C:23]([C:27]3[CH:32]=[CH:31][CH:30]=[CH:29][CH:28]=3)[O:24][C:25]=2[CH3:26])=[CH:11][CH:10]=1)/[C:5]([OH:7])=[O:6])[CH3:2]. Product: [CH2:1]([O:3][CH:4]([CH2:8][C:9]1[C:17]2[CH:16]=[CH:15][S:14][C:13]=2[C:12]([O:18][CH2:19][CH2:20][C:21]2[N:22]=[C:23]([C:27]3[CH:28]=[CH:29][CH:30]=[CH:31][CH:32]=3)[O:24][C:25]=2[CH3:26])=[CH:11][CH:10]=1)[C:5]([OH:7])=[O:6])[CH3:2]. The catalyst class is: 8.